Task: Predict the reactants needed to synthesize the given product.. Dataset: Full USPTO retrosynthesis dataset with 1.9M reactions from patents (1976-2016) (1) The reactants are: [Cl:1][C:2]1[CH:8]=[CH:7][C:5]([NH2:6])=[CH:4][C:3]=1[B:9]1[O:13][C:12]([CH3:15])([CH3:14])[C:11]([CH3:17])([CH3:16])[O:10]1.[Cl:18][C:19]1[CH:27]=[C:26]([S:28]([CH3:31])(=[O:30])=[O:29])[CH:25]=[CH:24][C:20]=1[C:21](O)=[O:22].C(N(CC)C(C)C)(C)C.F[B-](F)(F)F.N1(OC(N(C)C)=[N+](C)C)C2C=CC=CC=2N=N1. Given the product [Cl:18][C:19]1[CH:27]=[C:26]([S:28]([CH3:31])(=[O:30])=[O:29])[CH:25]=[CH:24][C:20]=1[C:21]([NH:6][C:5]1[CH:7]=[CH:8][C:2]([Cl:1])=[C:3]([B:9]2[O:13][C:12]([CH3:15])([CH3:14])[C:11]([CH3:17])([CH3:16])[O:10]2)[CH:4]=1)=[O:22], predict the reactants needed to synthesize it. (2) Given the product [NH:3]1[CH2:2][CH2:1][NH:4][CH2:12]/[C:10]/1=[N:9]/[NH:8][C:7](=[O:11])[C:6]([F:15])([F:14])[F:5], predict the reactants needed to synthesize it. The reactants are: [CH2:1]([NH2:4])[CH2:2][NH2:3].[F:5][C:6]([F:15])([F:14])[C:7]1[O:11][C:10]([CH2:12]Cl)=[N:9][N:8]=1.C(O)C. (3) The reactants are: CS(O)(=O)=O.CS(O)(=O)=O.[NH2:11][C:12]1[C:19](=[O:20])[N:15]2[CH2:16][CH2:17][CH2:18][N:14]2[C:13]=1[NH2:21].[NH2:22][C:23]1[C:24]([Cl:31])=[C:25]([OH:30])[C:26]([CH3:29])=[CH:27][CH:28]=1.N.OO. Given the product [NH2:21][C:13]1[N:14]2[CH2:18][CH2:17][CH2:16][N:15]2[C:19](=[O:20])[C:12]=1/[N:11]=[C:28]1/[C:23]([NH2:22])=[C:24]([Cl:31])[C:25](=[O:30])[C:26]([CH3:29])=[CH:27]/1, predict the reactants needed to synthesize it. (4) Given the product [C:25]1([P:31]([C:56]2[CH:61]=[CH:60][CH:59]=[CH:58][CH:57]=2)[C-:32]2[CH:36]=[C:35]([C:37]([CH3:42])([CH2:39][CH2:40][CH2:3][NH:22][CH2:21][C:20]3[CH:23]=[CH:24][C:17]([CH:15]=[CH2:16])=[CH:18][CH:19]=3)[CH3:38])[CH:34]=[C:33]2[P:43]([C:50]2[CH:55]=[CH:54][CH:53]=[CH:52][CH:51]=2)[C:44]2[CH:49]=[CH:48][CH:47]=[CH:46][CH:45]=2)[CH:30]=[CH:29][CH:28]=[CH:27][CH:26]=1.[CH:50]([P:43]([CH:44]([CH3:49])[CH3:45])[C:33]1[C-:32]([P:31]([C:56]2[CH:61]=[CH:60][CH:59]=[CH:58][CH:57]=2)[C:25]2[CH:26]=[CH:27][CH:28]=[CH:29][CH:30]=2)[CH:36]=[CH:35][CH:34]=1)([CH3:55])[CH3:51].[Fe+2:74], predict the reactants needed to synthesize it. The reactants are: [BH-](OC(C)=O)(OC(C)=O)O[C:3](C)=O.[Na+].[CH:15]([C:17]1[CH:24]=[CH:23][C:20]([CH2:21][NH2:22])=[CH:19][CH:18]=1)=[CH2:16].[C:25]1([P:31]([C:56]2[CH:61]=[CH:60][CH:59]=[CH:58][CH:57]=2)[C-:32]2[CH:36]=[C:35]([C:37]([CH3:42])([CH2:39][CH:40]=O)[CH3:38])[CH:34]=[C:33]2[P:43]([C:50]2[CH:55]=[CH:54][CH:53]=[CH:52][CH:51]=2)[C:44]2[CH:49]=[CH:48][CH:47]=[CH:46][CH:45]=2)[CH:30]=[CH:29][CH:28]=[CH:27][CH:26]=1.C(P(C(C)C)[C-]1C=CC=C1)(C)C.[Fe+2:74].[OH-].[Na+]. (5) The reactants are: [F:1][C:2]1[CH:3]=[C:4]([CH:8]([O:20][C:21]2[CH:22]=[C:23]3[C:27](=[CH:28][CH:29]=2)[N:26]([C:30]2[CH:35]=[CH:34][C:33]([F:36])=[CH:32][CH:31]=2)[N:25]=[CH:24]3)[C@H:9]([CH2:11][O:12][CH2:13][C:14]2[CH:19]=[CH:18][CH:17]=[CH:16][CH:15]=2)[NH2:10])[CH:5]=[CH:6][CH:7]=1.C(N(CC)CC)C.[CH3:44][O:45][CH2:46][C:47](Cl)=[O:48]. Given the product [F:1][C:2]1[CH:3]=[C:4]([CH:8]([O:20][C:21]2[CH:22]=[C:23]3[C:27](=[CH:28][CH:29]=2)[N:26]([C:30]2[CH:31]=[CH:32][C:33]([F:36])=[CH:34][CH:35]=2)[N:25]=[CH:24]3)[C@@H:9]([NH:10][C:47](=[O:48])[CH2:46][O:45][CH3:44])[CH2:11][O:12][CH2:13][C:14]2[CH:15]=[CH:16][CH:17]=[CH:18][CH:19]=2)[CH:5]=[CH:6][CH:7]=1, predict the reactants needed to synthesize it. (6) Given the product [CH3:15][C:9]1([CH3:16])[C@H:8]([C:6]([O:5][C:1]([CH3:4])([CH3:2])[CH3:3])=[O:7])[CH2:11][C@@H:10]1[C:12]([O:14][CH2:23][C:24]1[CH:29]=[CH:28][CH:27]=[CH:26][CH:25]=1)=[O:13], predict the reactants needed to synthesize it. The reactants are: [C:1]([O:5][C:6]([C@@H:8]1[CH2:11][C@H:10]([C:12]([OH:14])=[O:13])[C:9]1([CH3:16])[CH3:15])=[O:7])([CH3:4])([CH3:3])[CH3:2].C([O-])([O-])=O.[Na+].[Na+].[CH2:23](Br)[C:24]1[CH:29]=[CH:28][CH:27]=[CH:26][CH:25]=1.